Dataset: Peptide-MHC class I binding affinity with 185,985 pairs from IEDB/IMGT. Task: Regression. Given a peptide amino acid sequence and an MHC pseudo amino acid sequence, predict their binding affinity value. This is MHC class I binding data. (1) The peptide sequence is YQKKNASVY. The MHC is HLA-A03:01 with pseudo-sequence HLA-A03:01. The binding affinity (normalized) is 0.0847. (2) The peptide sequence is ITLWQRPLV. The MHC is HLA-A23:01 with pseudo-sequence HLA-A23:01. The binding affinity (normalized) is 0. (3) The peptide sequence is TTILGLLPM. The MHC is HLA-B15:01 with pseudo-sequence HLA-B15:01. The binding affinity (normalized) is 0.470. (4) The MHC is HLA-A01:01 with pseudo-sequence HLA-A01:01. The peptide sequence is ECSDSPLVL. The binding affinity (normalized) is 0.330. (5) The peptide sequence is KEKGGLEGM. The MHC is HLA-A68:01 with pseudo-sequence HLA-A68:01. The binding affinity (normalized) is 0.00831. (6) The peptide sequence is ATPQDLNTM. The MHC is HLA-B15:01 with pseudo-sequence HLA-B15:01. The binding affinity (normalized) is 0.0847. (7) The binding affinity (normalized) is 0.120. The peptide sequence is KMQRMLLEK. The MHC is HLA-A33:01 with pseudo-sequence HLA-A33:01. (8) The peptide sequence is SVDGFRASY. The MHC is SLA-10401 with pseudo-sequence SLA-10401. The binding affinity (normalized) is 0.872.